From a dataset of Reaction yield outcomes from USPTO patents with 853,638 reactions. Predict the reaction yield, written as a fraction of the theoretical maximum amount of product (1.0 means a 100% yield; for example, 0.34 means a 34% yield). (1) The reactants are [Li]CCCC.Br[C:7]1[CH:8]=[N:9][CH:10]=[CH:11][CH:12]=1.[Br:13][C:14]1[CH:21]=[CH:20][CH:19]=[CH:18][C:15]=1[CH:16]=[O:17]. The catalyst is CCOCC. The product is [Br:13][C:14]1[CH:21]=[CH:20][CH:19]=[CH:18][C:15]=1[CH:16]([C:7]1[CH:8]=[N:9][CH:10]=[CH:11][CH:12]=1)[OH:17]. The yield is 0.850. (2) The reactants are [Br:1][C:2]1[CH:3]=[C:4]([O:10][C:11]2[C:12]([CH3:17])=[N:13][CH:14]=[CH:15][CH:16]=2)[C:5]([C:8]#[N:9])=[N:6][CH:7]=1.[OH:18]S(O)(=O)=O.[OH-].[Na+]. The catalyst is O. The product is [Br:1][C:2]1[CH:3]=[C:4]([O:10][C:11]2[C:12]([CH3:17])=[N:13][CH:14]=[CH:15][CH:16]=2)[C:5]([C:8]([NH2:9])=[O:18])=[N:6][CH:7]=1. The yield is 0.690. (3) The reactants are [H-].[Na+].[CH:3]([OH:6])([CH3:5])[CH3:4].[Br:7][C:8]1[CH:15]=[CH:14][C:11]([CH2:12]Br)=[CH:10][CH:9]=1. The catalyst is CN(C)C=O. The product is [Br:7][C:8]1[CH:15]=[CH:14][C:11]([CH2:12][O:6][CH:3]([CH3:5])[CH3:4])=[CH:10][CH:9]=1. The yield is 0.850. (4) The reactants are [CH2:1]([O:8][C:9]1[CH:10]=[C:11]([CH:23]=[O:24])[N:12]=[N:13][C:14]=1[O:15][CH2:16][C:17]1[CH:22]=[CH:21][CH:20]=[CH:19][CH:18]=1)[C:2]1[CH:7]=[CH:6][CH:5]=[CH:4][CH:3]=1.[CH:25]1([Mg]Br)[CH2:27][CH2:26]1. The catalyst is C1COCC1. The product is [CH2:1]([O:8][C:9]1[CH:10]=[C:11]([CH:23]([CH:25]2[CH2:27][CH2:26]2)[OH:24])[N:12]=[N:13][C:14]=1[O:15][CH2:16][C:17]1[CH:22]=[CH:21][CH:20]=[CH:19][CH:18]=1)[C:2]1[CH:7]=[CH:6][CH:5]=[CH:4][CH:3]=1. The yield is 0.619. (5) The reactants are C([O:3][C:4]([CH:6]1[CH2:9][CH:8]([NH:10][CH2:11][C:12]2[CH:17]=[N:16][C:15]([C:18]3[N:22]=[C:21]([C:23]4[CH:28]=[CH:27][C:26]([CH2:29][CH:30]([CH3:32])[CH3:31])=[CH:25][CH:24]=4)[O:20][N:19]=3)=[CH:14][N:13]=2)[CH2:7]1)=[O:5])C.[OH-].[Na+]. The catalyst is C(O)C. The product is [CH2:29]([C:26]1[CH:27]=[CH:28][C:23]([C:21]2[O:20][N:19]=[C:18]([C:15]3[N:16]=[CH:17][C:12]([CH2:11][NH:10][C@@H:8]4[CH2:7][C@H:6]([C:4]([OH:5])=[O:3])[CH2:9]4)=[N:13][CH:14]=3)[N:22]=2)=[CH:24][CH:25]=1)[CH:30]([CH3:32])[CH3:31]. The yield is 0.360. (6) The product is [Br:5][C:6]1[CH:7]=[C:8]([CH:12]=[CH:13][CH:14]=1)[C:9]([O:11][CH3:15])=[O:10]. The reactants are S(Cl)(Cl)=O.[Br:5][C:6]1[CH:7]=[C:8]([CH:12]=[CH:13][CH:14]=1)[C:9]([OH:11])=[O:10].[CH3:15]O. The yield is 0.860. The catalyst is C(OCC)(=O)C. (7) The reactants are [NH:1]1[C:9]2[C:4](=[CH:5][CH:6]=[CH:7][CH:8]=2)[C:3]([NH:10][C:11](=[O:15])OCC)=[N:2]1.[F:16][C:17]1[CH:22]=[CH:21][CH:20]=[CH:19][C:18]=1[N:23]1[CH2:28][CH2:27][NH:26][CH2:25][CH2:24]1.O. The catalyst is CN(C)C=O. The product is [NH:1]1[C:9]2[C:4](=[CH:5][CH:6]=[CH:7][CH:8]=2)[C:3]([NH:10][C:11]([N:26]2[CH2:25][CH2:24][N:23]([C:18]3[CH:19]=[CH:20][CH:21]=[CH:22][C:17]=3[F:16])[CH2:28][CH2:27]2)=[O:15])=[N:2]1. The yield is 0.570.